From a dataset of Reaction yield outcomes from USPTO patents with 853,638 reactions. Predict the reaction yield, written as a fraction of the theoretical maximum amount of product (1.0 means a 100% yield; for example, 0.34 means a 34% yield). (1) The reactants are [NH2:1][CH2:2][CH:3]([OH:6])[CH2:4][OH:5].C[O:8][C:9]([C:11]1[C:15]([NH:16][C:17]([C:19]2[C:24]([NH:25][C:26]3[CH:27]=[N:28][CH:29]=[N:30][CH:31]=3)=[CH:23][CH:22]=[C:21]([CH:32]3[CH2:34][CH2:33]3)[N:20]=2)=[O:18])=[CH:14][N:13]([CH3:35])[N:12]=1)=O. No catalyst specified. The product is [OH:6][CH:3]([CH2:4][OH:5])[CH2:2][NH:1][C:9]([C:11]1[C:15]([NH:16][C:17]([C:19]2[C:24]([NH:25][C:26]3[CH:27]=[N:28][CH:29]=[N:30][CH:31]=3)=[CH:23][CH:22]=[C:21]([CH:32]3[CH2:34][CH2:33]3)[N:20]=2)=[O:18])=[CH:14][N:13]([CH3:35])[N:12]=1)=[O:8]. The yield is 0.150. (2) The reactants are [NH2:1][C@@H:2]1[C:13](=[O:14])[O:12][C@H:11]([C:15]2[CH:20]=[CH:19][CH:18]=[CH:17][CH:16]=2)[CH2:10][NH:9][C:8](=[O:21])[C@H:7]([CH2:22][C:23]([NH:25][CH2:26][C:27]2[CH:32]=[CH:31][C:30]([Cl:33])=[CH:29][CH:28]=2)=[O:24])[CH2:6][CH:5]=[CH:4][CH2:3]1.CCN(CC)CC.[C:41](OC(=O)C)(=[O:43])[CH3:42]. The yield is 0.970. The catalyst is CN(C=O)C. The product is [C:41]([NH:1][C@@H:2]1[C:13](=[O:14])[O:12][C@H:11]([C:15]2[CH:20]=[CH:19][CH:18]=[CH:17][CH:16]=2)[CH2:10][NH:9][C:8](=[O:21])[C@H:7]([CH2:22][C:23]([NH:25][CH2:26][C:27]2[CH:32]=[CH:31][C:30]([Cl:33])=[CH:29][CH:28]=2)=[O:24])[CH2:6][CH:5]=[CH:4][CH2:3]1)(=[O:43])[CH3:42]. (3) The reactants are [Li+].C[Si]([N-][Si](C)(C)C)(C)C.Cl[C:12]1[CH:13]=[C:14]2[C:19](=[CH:20][CH:21]=1)[CH:18]=[C:17]1[CH2:22][CH2:23][CH2:24][C:16]1=[C:15]2[C:25](=[O:27])[CH3:26].[CH3:28][NH:29][CH3:30]. The catalyst is C1COCC1. The product is [CH3:28][N:29]([CH3:30])[C:12]1[CH:13]=[C:14]2[C:19](=[CH:20][CH:21]=1)[CH:18]=[C:17]1[CH2:22][CH2:23][CH2:24][C:16]1=[C:15]2[C:25](=[O:27])[CH3:26]. The yield is 0.700. (4) The reactants are [C:1]([O:5][C:6]([NH:8][C:9]1[CH:14]=[CH:13][CH:12]=[CH:11][C:10]=1[NH:15][C:16](=[O:27])[CH2:17][CH2:18][CH2:19][CH2:20][CH2:21][C:22]([O:24]CC)=[O:23])=[O:7])([CH3:4])([CH3:3])[CH3:2].[OH-].[K+].O. The catalyst is C(O)C. The product is [C:1]([O:5][C:6]([NH:8][C:9]1[CH:14]=[CH:13][CH:12]=[CH:11][C:10]=1[NH:15][C:16](=[O:27])[CH2:17][CH2:18][CH2:19][CH2:20][CH2:21][C:22]([OH:24])=[O:23])=[O:7])([CH3:4])([CH3:2])[CH3:3]. The yield is 0.925. (5) The reactants are N[C:2]1[N:6]([C:7]2[CH:12]=[CH:11][C:10]([OH:13])=[CH:9][C:8]=2[F:14])[N:5]=[C:4]([CH3:15])[C:3]=1[C:16]#[N:17].[I:18]CI.N(OCCC(C)C)=O. The catalyst is CC#N.C(Cl)Cl. The product is [F:14][C:8]1[CH:9]=[C:10]([OH:13])[CH:11]=[CH:12][C:7]=1[N:6]1[C:2]([I:18])=[C:3]([C:16]#[N:17])[C:4]([CH3:15])=[N:5]1. The yield is 0.530. (6) The reactants are [F:1][C:2]1[CH:7]=[CH:6][C:5]([C:8]2[C:16]3[C:11](=[CH:12][CH:13]=[C:14]([C:17](=[O:19])[CH3:18])[CH:15]=3)[N:10](C3CCCCO3)[N:9]=2)=[CH:4][CH:3]=1.Cl. The catalyst is CO. The product is [F:1][C:2]1[CH:3]=[CH:4][C:5]([C:8]2[C:16]3[C:11](=[CH:12][CH:13]=[C:14]([C:17](=[O:19])[CH3:18])[CH:15]=3)[NH:10][N:9]=2)=[CH:6][CH:7]=1. The yield is 1.00. (7) The reactants are [CH3:1][O:2][C:3]1[CH:7]=[C:6]([C:8]([OH:10])=O)[N:5]([CH3:11])[N:4]=1.CN(C)C=O.C(Cl)(=O)C(Cl)=O.[NH2:23][C:24]1[CH:25]=[C:26]([CH:44]=[CH:45][C:46]=1[CH3:47])[O:27][C:28]1[CH:29]=[CH:30][C:31]2[N:32]([CH:34]=[C:35]([NH:37][C:38]([CH:40]3[CH2:42][CH:41]3[CH3:43])=[O:39])[N:36]=2)[N:33]=1. The catalyst is CN(C)C(=O)C.O1CCCC1. The product is [CH3:1][O:2][C:3]1[CH:7]=[C:6]([C:8]([NH:23][C:24]2[CH:25]=[C:26]([O:27][C:28]3[CH:29]=[CH:30][C:31]4[N:32]([CH:34]=[C:35]([NH:37][C:38]([CH:40]5[CH2:42][CH:41]5[CH3:43])=[O:39])[N:36]=4)[N:33]=3)[CH:44]=[CH:45][C:46]=2[CH3:47])=[O:10])[N:5]([CH3:11])[N:4]=1. The yield is 0.690.